This data is from Catalyst prediction with 721,799 reactions and 888 catalyst types from USPTO. The task is: Predict which catalyst facilitates the given reaction. Reactant: [CH3:1][C:2]1([CH3:9])[O:6][C@@H:5]([CH2:7][OH:8])[CH2:4][O:3]1.[H-].[Na+].I[CH3:13]. Product: [CH3:13][O:8][CH2:7][C@H:5]1[CH2:4][O:3][C:2]([CH3:9])([CH3:1])[O:6]1. The catalyst class is: 165.